From a dataset of Reaction yield outcomes from USPTO patents with 853,638 reactions. Predict the reaction yield, written as a fraction of the theoretical maximum amount of product (1.0 means a 100% yield; for example, 0.34 means a 34% yield). (1) The reactants are [SH:1][CH2:2][C:3]1[CH:4]=[C:5]([CH:9]=[CH:10][CH:11]=1)[C:6]([OH:8])=[O:7].C1CCN2C(=NCCC2)CC1.[C:23]([O:27][C:28]([CH3:31])([CH3:30])[CH3:29])(=[O:26])[CH:24]=[CH2:25]. The catalyst is C(#N)C. The product is [C:28]([O:27][C:23](=[O:26])[CH2:24][CH2:25][S:1][CH2:2][C:3]1[CH:4]=[C:5]([CH:9]=[CH:10][CH:11]=1)[C:6]([OH:8])=[O:7])([CH3:31])([CH3:30])[CH3:29]. The yield is 0.470. (2) The reactants are [Br:1][C:2]1[C:3]([CH:19]2[CH2:21][CH2:20]2)=[N:4][C:5]([CH3:18])=[CH:6][C:7]=1[C:8]1[CH:9]=[N:10][C:11]([C:14]([F:17])([F:16])[F:15])=[N:12][CH:13]=1.C1C(=O)N([Br:29])C(=O)C1. The catalyst is C(Cl)(Cl)(Cl)Cl. The product is [Br:1][C:2]1[C:3]([CH:19]2[CH2:21][CH2:20]2)=[N:4][C:5]([CH2:18][Br:29])=[CH:6][C:7]=1[C:8]1[CH:13]=[N:12][C:11]([C:14]([F:17])([F:15])[F:16])=[N:10][CH:9]=1. The yield is 0.210.